Dataset: Peptide-MHC class II binding affinity with 134,281 pairs from IEDB. Task: Regression. Given a peptide amino acid sequence and an MHC pseudo amino acid sequence, predict their binding affinity value. This is MHC class II binding data. (1) The peptide sequence is FFVFLALAGRSCTEE. The MHC is DRB1_1101 with pseudo-sequence DRB1_1101. The binding affinity (normalized) is 0.839. (2) The peptide sequence is TDDNEEPIAPYHFDLSGHAF. The MHC is DRB1_0405 with pseudo-sequence DRB1_0405. The binding affinity (normalized) is 0.0892. (3) The peptide sequence is AFKVAATAANAAPAY. The MHC is HLA-DPA10103-DPB10601 with pseudo-sequence HLA-DPA10103-DPB10601. The binding affinity (normalized) is 0.416. (4) The peptide sequence is ERTVRVLDTVEKWLA. The MHC is HLA-DQA10501-DQB10302 with pseudo-sequence HLA-DQA10501-DQB10302. The binding affinity (normalized) is 0.288. (5) The peptide sequence is YQGVQQKWDATATEL. The MHC is DRB1_0901 with pseudo-sequence DRB1_0901. The binding affinity (normalized) is 0.281.